This data is from Full USPTO retrosynthesis dataset with 1.9M reactions from patents (1976-2016). The task is: Predict the reactants needed to synthesize the given product. (1) Given the product [C:8]([O:12][C:13](=[O:40])[NH:14][C@@H:15]([CH2:16][N:17]1[CH2:22][C:21](=[O:23])[N:20]([C:24]2[CH:29]=[CH:28][CH:27]=[CH:26][C:25]=2[CH3:30])[CH2:19][C:18]1([CH3:31])[CH3:32])[C@@H:33]([OH:34])[CH2:37][C@H:36]([C:35](=[O:39])[NH:48][CH:42]1[CH2:47][CH2:46][CH2:45][CH2:44][CH2:43]1)[CH3:38])([CH3:10])([CH3:11])[CH3:9], predict the reactants needed to synthesize it. The reactants are: OC1C=CC=CN=1.[C:8]([O:12][C:13](=[O:40])[NH:14][C@H:15]([C@@H:33]1[CH2:37][C@@H:36]([CH3:38])[C:35](=[O:39])[O:34]1)[CH2:16][N:17]1[CH2:22][C:21](=[O:23])[N:20]([C:24]2[CH:29]=[CH:28][CH:27]=[CH:26][C:25]=2[CH3:30])[CH2:19][C:18]1([CH3:32])[CH3:31])([CH3:11])([CH3:10])[CH3:9].O.[CH:42]1([NH2:48])[CH2:47][CH2:46][CH2:45][CH2:44][CH2:43]1. (2) Given the product [N+:6]([C:9]1[C:10]2[O:11][C:12]([C:13]([O:15][CH3:16])=[O:14])=[CH:17][C:18](=[O:20])[C:22]=2[CH:23]=[CH:24][CH:25]=1)([O-:8])=[O:7], predict the reactants needed to synthesize it. The reactants are: ClS(O)(=O)=O.[N+:6]([C:9]1[CH:25]=[CH:24][CH:23]=[CH:22][C:10]=1[O:11]/[C:12](=[CH:17]\[C:18]([O:20]C)=O)/[C:13]([O:15][CH3:16])=[O:14])([O-:8])=[O:7].[N+](C1C=CC=CC=1O/C(=C/C(OC)=O)/C(OC)=O)([O-])=O. (3) Given the product [Cl:13][C:14]1[CH:19]=[C:18]([N:20]2[CH2:21][CH2:22][O:23][CH2:24][CH2:25]2)[CH:17]=[C:16]([O:10][CH2:9][C:8]2[CH:11]=[CH:12][C:5]([O:4][CH3:3])=[CH:6][CH:7]=2)[N:15]=1, predict the reactants needed to synthesize it. The reactants are: [H-].[Na+].[CH3:3][O:4][C:5]1[CH:12]=[CH:11][C:8]([CH2:9][OH:10])=[CH:7][CH:6]=1.[Cl:13][C:14]1[CH:19]=[C:18]([N:20]2[CH2:25][CH2:24][O:23][CH2:22][CH2:21]2)[CH:17]=[C:16](Cl)[N:15]=1.O. (4) Given the product [C:1]([C:5]1[CH:9]=[C:8]([NH:10][C:11]([NH:51][C:50]2[CH:52]=[CH:53][CH:54]=[C:48]([O:47][C:38]3[C:37]4[C:42](=[CH:43][C:44]([O:45][CH3:46])=[C:35]([O:34][CH3:33])[CH:36]=4)[N:41]=[CH:40][N:39]=3)[CH:49]=2)=[O:19])[N:7]([CH2:20][CH:21]([CH3:22])[CH3:23])[N:6]=1)([CH3:2])([CH3:3])[CH3:4], predict the reactants needed to synthesize it. The reactants are: [C:1]([C:5]1[CH:9]=[C:8]([NH:10][C:11](=[O:19])OC2C=CC=CC=2)[N:7]([CH2:20][CH:21]([CH3:23])[CH3:22])[N:6]=1)([CH3:4])([CH3:3])[CH3:2].C(N(CC)C(C)C)(C)C.[CH3:33][O:34][C:35]1[CH:36]=[C:37]2[C:42](=[CH:43][C:44]=1[O:45][CH3:46])[N:41]=[CH:40][N:39]=[C:38]2[O:47][C:48]1[CH:49]=[C:50]([CH:52]=[CH:53][CH:54]=1)[NH2:51]. (5) Given the product [CH3:27][C:23]1[CH:22]=[C:21]([N:28]2[CH:2]=[C:1]([C@@H:3]3[N:7]4[CH2:8][CH2:9][N:10]([C:12]5[C:13]([C:18]#[N:19])=[N:14][CH:15]=[CH:16][N:17]=5)[CH2:11][C@@H:6]4[CH2:5][CH2:4]3)[N:30]=[N:29]2)[CH:26]=[CH:25][CH:24]=1, predict the reactants needed to synthesize it. The reactants are: [C:1]([CH:3]1[N:7]2[CH2:8][CH2:9][N:10]([C:12]3[C:13]([C:18]#[N:19])=[N:14][CH:15]=[CH:16][N:17]=3)[CH2:11][CH:6]2[CH2:5][CH2:4]1)#[CH:2].I[C:21]1[CH:22]=[C:23]([CH3:27])[CH:24]=[CH:25][CH:26]=1.[N-:28]=[N+:29]=[N-:30].[Na+].[Na].O=C1O[C@H]([C@H](CO)O)C([O-])=C1O.N1CCC[C@H]1C(O)=O.C([O-])([O-])=O.[Na+].[Na+].